This data is from Forward reaction prediction with 1.9M reactions from USPTO patents (1976-2016). The task is: Predict the product of the given reaction. (1) Given the reactants COC(=O)[CH:4]=[CH:5][C:6]1[S:10][C:9]2[CH:11]=[CH:12][C:13]([CH2:15][NH:16][C:17]([O:19][C:20]([CH3:23])([CH3:22])[CH3:21])=[O:18])=[CH:14][C:8]=2[CH:7]=1.C(Cl)(Cl)Cl.[H-].[Al+3].[Li+].[H-].[H-].[H-].[C:35]([O:38][CH2:39]C)(=[O:37])C, predict the reaction product. The product is: [CH3:39][O:38][C:35](=[O:37])[C:5]([C:6]1[S:10][C:9]2[CH:11]=[CH:12][C:13]([CH2:15][NH:16][C:17]([O:19][C:20]([CH3:21])([CH3:22])[CH3:23])=[O:18])=[CH:14][C:8]=2[CH:7]=1)=[CH2:4]. (2) Given the reactants [Cl:1][C:2]1[C:3]([CH3:38])=[C:4]([CH:35]=[CH:36][CH:37]=1)[O:5][C:6]1[C:7]([C:23]([NH:25]CC2C=CC(OC)=CC=2)=[O:24])=[C:8]([NH:14][C:15]2[CH:20]=[CH:19][C:18]([I:21])=[CH:17][C:16]=2[F:22])[N:9]([CH3:13])[C:10](=[O:12])[CH:11]=1.[Cl-].[Al+3].[Cl-].[Cl-], predict the reaction product. The product is: [Cl:1][C:2]1[C:3]([CH3:38])=[C:4]([CH:35]=[CH:36][CH:37]=1)[O:5][C:6]1[C:7]([C:23]([NH2:25])=[O:24])=[C:8]([NH:14][C:15]2[CH:20]=[CH:19][C:18]([I:21])=[CH:17][C:16]=2[F:22])[N:9]([CH3:13])[C:10](=[O:12])[CH:11]=1. (3) Given the reactants [CH:1]1([CH2:6][C@@H:7]([C:20]([NH:22][NH:23][C:24]2[C:29]([F:30])=[C:28]([N:31]([CH3:40])[CH2:32][CH2:33][C:34]3[CH:39]=[CH:38][N:37]=[CH:36][CH:35]=3)[N:27]=[C:26]([CH3:41])[N:25]=2)=[O:21])[CH2:8][N:9]([O:12]CC2C=CC=CC=2)[CH:10]=[O:11])[CH2:5][CH2:4][CH2:3][CH2:2]1, predict the reaction product. The product is: [CH:1]1([CH2:6][C@@H:7]([C:20]([NH:22][NH:23][C:24]2[C:29]([F:30])=[C:28]([N:31]([CH3:40])[CH2:32][CH2:33][C:34]3[CH:39]=[CH:38][N:37]=[CH:36][CH:35]=3)[N:27]=[C:26]([CH3:41])[N:25]=2)=[O:21])[CH2:8][N:9]([OH:12])[CH:10]=[O:11])[CH2:5][CH2:4][CH2:3][CH2:2]1. (4) Given the reactants [CH2:1]([N:3]([CH2:18][CH3:19])[C:4]([C:6]1[CH:15]=[CH:14][C:13]2[C:8](=[CH:9][CH:10]=[CH:11][CH:12]=2)[C:7]=1OC)=[O:5])[CH3:2].CC(C[AlH]CC(C)C)C, predict the reaction product. The product is: [CH2:18]([N:3]([CH2:1][CH3:2])[C:4]([C:6]1[CH:15]=[CH:14][C:13]2[C:8](=[CH:9][CH:10]=[CH:11][CH:12]=2)[CH:7]=1)=[O:5])[CH3:19]. (5) Given the reactants C(OC([N:8]1[CH2:16][C:15]2[C:10](=[CH:11][C:12]([O:18][CH:19]3[CH2:24][CH2:23][O:22][CH2:21][CH2:20]3)=[C:13]([Cl:17])[CH:14]=2)[CH2:9]1)=O)(C)(C)C.[F:25][C:26]([F:31])([F:30])[C:27]([OH:29])=[O:28], predict the reaction product. The product is: [F:25][C:26]([F:31])([F:30])[C:27]([OH:29])=[O:28].[Cl:17][C:13]1[CH:14]=[C:15]2[C:10](=[CH:11][C:12]=1[O:18][CH:19]1[CH2:20][CH2:21][O:22][CH2:23][CH2:24]1)[CH2:9][NH:8][CH2:16]2. (6) Given the reactants [Cl:1][C:2]1[CH:3]=[C:4]([OH:9])[CH:5]=[CH:6][C:7]=1[Cl:8].[Br:10][C:11]1[CH:12]=[CH:13][C:14]([CH2:19]Br)=[C:15]([CH:18]=1)[C:16]#[N:17].C(=O)([O-])[O-].[K+].[K+], predict the reaction product. The product is: [Br:10][C:11]1[CH:12]=[CH:13][C:14]([CH2:19][O:9][C:4]2[CH:5]=[CH:6][C:7]([Cl:8])=[C:2]([Cl:1])[CH:3]=2)=[C:15]([CH:18]=1)[C:16]#[N:17].